From a dataset of Catalyst prediction with 721,799 reactions and 888 catalyst types from USPTO. Predict which catalyst facilitates the given reaction. (1) Reactant: [Cl:1][C:2]1[CH:15]=[CH:14][C:5]([CH2:6][NH:7]C(=O)C(F)(F)F)=[CH:4][C:3]=1[C:16]1[NH:20][C:19](=[O:21])[N:18]([C:22]2[CH:27]=[CH:26][C:25]([CH3:28])=[C:24]([Cl:29])[CH:23]=2)[N:17]=1.[OH-].[K+].O. Product: [NH2:7][CH2:6][C:5]1[CH:14]=[CH:15][C:2]([Cl:1])=[C:3]([C:16]2[NH:20][C:19](=[O:21])[N:18]([C:22]3[CH:27]=[CH:26][C:25]([CH3:28])=[C:24]([Cl:29])[CH:23]=3)[N:17]=2)[CH:4]=1. The catalyst class is: 1. (2) Reactant: [Cl:1][C:2]1[CH:3]=[C:4]([C:12]2[S:13][C:14]([C:17]3[CH:22]=[CH:21][CH:20]=[C:19](/[CH:23]=[CH:24]/[O:25]C)[C:18]=3[CH2:27][CH3:28])=[N:15][N:16]=2)[CH:5]=[CH:6][C:7]=1[O:8][CH:9]([CH3:11])[CH3:10].Cl.O. Product: [Cl:1][C:2]1[CH:3]=[C:4]([C:12]2[S:13][C:14]([C:17]3[C:18]([CH2:27][CH3:28])=[C:19]([CH2:23][CH:24]=[O:25])[CH:20]=[CH:21][CH:22]=3)=[N:15][N:16]=2)[CH:5]=[CH:6][C:7]=1[O:8][CH:9]([CH3:11])[CH3:10]. The catalyst class is: 7. (3) Product: [CH3:6][N:7]1[CH:11]=[CH:10][N:9]=[C:8]1[C:23]([C:25]1[CH:30]=[CH:29][N:28]=[N:27][CH:26]=1)=[O:24]. Reactant: [Li]CCCC.[CH3:6][N:7]1[CH:11]=[CH:10][N:9]=[CH:8]1.Cl[Si](CC)(CC)CC.CON(C)[C:23]([C:25]1[CH:30]=[CH:29][N:28]=[N:27][CH:26]=1)=[O:24].CC#N.C(=O)=O. The catalyst class is: 1. (4) The catalyst class is: 43. Product: [F:15][C:14]1[CH:13]=[C:12]([C:16]2[O:17][C:18]3[C:26]4[NH:27][C:28](=[O:30])[NH:29][C:25]=4[CH:24]=[CH:23][C:19]=3[C:20](=[O:22])[CH:21]=2)[CH:11]=[C:10]([F:31])[C:9]=1[NH:8][CH3:1]. Reactant: [CH2:1]([N:8](C)[C:9]1[C:14]([F:15])=[CH:13][C:12]([C:16]2[O:17][C:18]3[C:26]4[NH:27][C:28](=[O:30])[NH:29][C:25]=4[CH:24]=[CH:23][C:19]=3[C:20](=[O:22])[CH:21]=2)=[CH:11][C:10]=1[F:31])C1C=CC=CC=1.CN(C=O)C.[H][H]. (5) Reactant: [CH3:1][C:2]1[N:3]=[C:4]2[C:9]([N:10]3[CH2:15][CH2:14][O:13][CH2:12][CH2:11]3)=[CH:8][C:7]([C:16]3[CH:21]=[CH:20][CH:19]=[CH:18][C:17]=3[C:22]([F:25])([F:24])[F:23])=[N:6][N:5]2[C:26]=1[C:27]([OH:29])=O.[NH2:30][C:31]1[N:32]=[N:33][CH:34]=[CH:35][CH:36]=1.CN(C(ON1N=NC2C=CC=NC1=2)=[N+](C)C)C.F[P-](F)(F)(F)(F)F.N1C=CC=CC=1. Product: [CH3:1][C:2]1[N:3]=[C:4]2[C:9]([N:10]3[CH2:11][CH2:12][O:13][CH2:14][CH2:15]3)=[CH:8][C:7]([C:16]3[CH:21]=[CH:20][CH:19]=[CH:18][C:17]=3[C:22]([F:25])([F:23])[F:24])=[N:6][N:5]2[C:26]=1[C:27]([NH:30][C:31]1[N:32]=[N:33][CH:34]=[CH:35][CH:36]=1)=[O:29]. The catalyst class is: 144. (6) Reactant: CCN(C(C)C)C(C)C.[OH:10][C:11]1[CH:12]=[C:13]2[C:18](=[CH:19][C:20]=1[OH:21])[O:17][C:16](=[O:22])[C:15]([C:23]([OH:25])=O)=[CH:14]2.CN(C(ON1N=NC2C=CC=NC1=2)=[N+](C)C)C.F[P-](F)(F)(F)(F)F.[N:50]1[C:51]([C:59]2[CH:60]=[C:61]([NH2:65])[CH:62]=[CH:63][CH:64]=2)=[CH:52][N:53]2[CH:58]=[CH:57][CH:56]=[CH:55][C:54]=12. Product: [N:50]1[C:51]([C:59]2[CH:60]=[C:61]([NH:65][C:23]([C:15]3[C:16](=[O:22])[O:17][C:18]4[C:13]([CH:14]=3)=[CH:12][C:11]([OH:10])=[C:20]([OH:21])[CH:19]=4)=[O:25])[CH:62]=[CH:63][CH:64]=2)=[CH:52][N:53]2[CH:58]=[CH:57][CH:56]=[CH:55][C:54]=12. The catalyst class is: 3. (7) Reactant: [Cl:1][C:2]1[C:3]([N:24]2[CH2:29][CH2:28][N:27]([C:30]([C:32]3[C:33]([C:38]4[CH:43]=[CH:42][CH:41]=[CH:40][C:39]=4[O:44][CH3:45])=[N:34][O:35][C:36]=3[CH3:37])=[O:31])[CH2:26][CH2:25]2)=[CH:4][C:5]([NH:12][C:13](=[O:23])[C:14]2[CH:19]=[CH:18][C:17]([N:20]([CH3:22])[CH3:21])=[CH:16][CH:15]=2)=[C:6]([CH:11]=1)[C:7](OC)=[O:8].[BH4-].[Na+]. Product: [Cl:1][C:2]1[C:3]([N:24]2[CH2:25][CH2:26][N:27]([C:30]([C:32]3[C:33]([C:38]4[CH:43]=[CH:42][CH:41]=[CH:40][C:39]=4[O:44][CH3:45])=[N:34][O:35][C:36]=3[CH3:37])=[O:31])[CH2:28][CH2:29]2)=[CH:4][C:5]([NH:12][C:13](=[O:23])[C:14]2[CH:15]=[CH:16][C:17]([N:20]([CH3:21])[CH3:22])=[CH:18][CH:19]=2)=[C:6]([CH2:7][OH:8])[CH:11]=1. The catalyst class is: 92. (8) Reactant: [NH2:1][C:2]1[N:7]=[N:6][C:5]([N:8]2[CH2:13][CH2:12][N:11]([C:14]([C:16]3[CH:21]=[CH:20][CH:19]=[CH:18][C:17]=3[C:22]([F:25])([F:24])[F:23])=[O:15])[CH2:10][CH2:9]2)=[CH:4][CH:3]=1.C(N(C(C)C)CC)(C)C.O.ON1C2C=CC=CC=2N=N1.CN(C)CCCN=C=NCC.[CH2:57]([O:64][CH2:65][C:66](O)=[O:67])[C:58]1[CH:63]=[CH:62][CH:61]=[CH:60][CH:59]=1. Product: [CH2:57]([O:64][CH2:65][C:66]([NH:1][C:2]1[N:7]=[N:6][C:5]([N:8]2[CH2:9][CH2:10][N:11]([C:14](=[O:15])[C:16]3[CH:21]=[CH:20][CH:19]=[CH:18][C:17]=3[C:22]([F:25])([F:24])[F:23])[CH2:12][CH2:13]2)=[CH:4][CH:3]=1)=[O:67])[C:58]1[CH:63]=[CH:62][CH:61]=[CH:60][CH:59]=1. The catalyst class is: 4.